From a dataset of Catalyst prediction with 721,799 reactions and 888 catalyst types from USPTO. Predict which catalyst facilitates the given reaction. (1) Product: [CH3:24][N:25]([CH3:27])[CH:26]=[CH:8][C:7]1[N:2]([CH3:1])[C:3](=[O:23])[N:4]([CH2:13][CH2:14][CH2:15][O:16][CH:17]2[CH2:22][CH2:21][CH2:20][CH2:19][O:18]2)[C:5](=[O:12])[C:6]=1[N+:9]([O-:11])=[O:10]. The catalyst class is: 3. Reactant: [CH3:1][N:2]1[C:7]([CH3:8])=[C:6]([N+:9]([O-:11])=[O:10])[C:5](=[O:12])[N:4]([CH2:13][CH2:14][CH2:15][O:16][CH:17]2[CH2:22][CH2:21][CH2:20][CH2:19][O:18]2)[C:3]1=[O:23].[CH3:24][N:25]([CH:27](OC)OC)[CH3:26]. (2) Reactant: [CH3:1][NH:2][CH3:3].[Cl:4][C:5]1[N:6]=[C:7](Cl)[C:8]2[S:13][C:12]([CH3:14])=[CH:11][C:9]=2[N:10]=1.C(N(CC)CC)C. Product: [Cl:4][C:5]1[N:6]=[C:7]([N:2]([CH3:3])[CH3:1])[C:8]2[S:13][C:12]([CH3:14])=[CH:11][C:9]=2[N:10]=1. The catalyst class is: 8. (3) Reactant: [CH3:1][O:2][C:3]1[CH:20]=[CH:19][C:6]([C:7]([O:9][CH2:10][CH2:11][CH2:12][CH2:13][CH2:14][CH2:15][N:16]=[N+]=[N-])=[O:8])=[CH:5][CH:4]=1.C1(P(C2C=CC=CC=2)C2C=CC=CC=2)C=CC=CC=1.O. Product: [CH3:1][O:2][C:3]1[CH:4]=[CH:5][C:6]([C:7]([O:9][CH2:10][CH2:11][CH2:12][CH2:13][CH2:14][CH2:15][NH2:16])=[O:8])=[CH:19][CH:20]=1. The catalyst class is: 25. (4) Reactant: C(ON=O)(C)(C)C.[N:8]([S:10][C:11]1([CH2:21][C:22]([O:24][C:25]([CH3:28])([CH3:27])[CH3:26])=[O:23])[CH:18]2[CH2:19][CH:14]3[CH2:15][CH:16]([CH2:20][CH:12]1[CH2:13]3)[CH2:17]2)=[O:9]. Product: [N:8]([S:10][C:11]1([CH2:21][C:22]([O:24][C:25]([CH3:28])([CH3:27])[CH3:26])=[O:23])[CH:18]2[CH2:17][CH:16]3[CH2:15][CH:14]([CH2:13][CH:12]1[CH2:20]3)[CH2:19]2)=[O:9]. The catalyst class is: 4. (5) Reactant: Cl[C:2]1[N:6]2[CH:7]=[C:8]([F:11])[CH:9]=[CH:10][C:5]2=[N:4][N:3]=1.[CH2:12]1[CH2:18][O:17][CH2:16][CH2:15][NH:14][CH2:13]1. Product: [F:11][C:8]1[CH:9]=[CH:10][C:5]2[N:6]([C:2]([N:14]3[CH2:13][CH2:12][CH2:18][O:17][CH2:16][CH2:15]3)=[N:3][N:4]=2)[CH:7]=1. The catalyst class is: 37. (6) The catalyst class is: 278. Reactant: [C:1]1([CH:7]([CH2:12][O:13][Si:14]([CH:21]([CH3:23])[CH3:22])([CH:18]([CH3:20])[CH3:19])[CH:15]([CH3:17])[CH3:16])[C:8]([O:10]C)=[O:9])[CH:6]=[CH:5][CH:4]=[CH:3][CH:2]=1.[Li+].[OH-].O. Product: [C:1]1([CH:7]([CH2:12][O:13][Si:14]([CH:18]([CH3:20])[CH3:19])([CH:15]([CH3:17])[CH3:16])[CH:21]([CH3:22])[CH3:23])[C:8]([OH:10])=[O:9])[CH:2]=[CH:3][CH:4]=[CH:5][CH:6]=1. (7) The catalyst class is: 6. Product: [CH3:10][O:11][C:12]1([CH2:19][O:20][CH3:21])[CH2:17][CH2:16][C:15]2([NH:6][C:22](=[O:24])[NH:5][C:1]2=[O:4])[CH2:14][CH2:13]1. Reactant: [C:1](=[O:4])([O-])[O-].[NH4+:5].[NH4+:6].[C-]#N.[Na+].[CH3:10][O:11][C:12]1([CH2:19][O:20][CH3:21])[CH2:17][CH2:16][C:15](=O)[CH2:14][CH2:13]1.[CH2:22]([OH:24])C. (8) Reactant: CC1(C)O/[C:5](=[CH:7]/[C:8](=[O:13])[C:9]([O:11][CH3:12])=[O:10])/[CH2:4][O:3]1.[NH:15]([C:17]1[C:22]([Cl:23])=[CH:21][CH:20]=[CH:19][N:18]=1)[NH2:16]. Product: [Cl:23][C:22]1[C:17]([N:15]2[C:8]([OH:13])([C:9]([O:11][CH3:12])=[O:10])[CH2:7][C:5]([CH2:4][OH:3])=[N:16]2)=[N:18][CH:19]=[CH:20][CH:21]=1. The catalyst class is: 32. (9) Reactant: [OH:1][CH:2]([CH2:20][CH3:21])[C:3]([N:5]1[CH2:10][CH2:9][C:8]2[N:11]=[C:12]([C:14]3[CH:19]=[CH:18][CH:17]=[CH:16][CH:15]=3)[O:13][C:7]=2[CH2:6]1)=[O:4].N1C=CN=C1.[C:27]([Si:31](Cl)([CH3:33])[CH3:32])([CH3:30])([CH3:29])[CH3:28].C(Cl)Cl. Product: [C:27]([Si:31]([CH3:33])([CH3:32])[O:1][CH:2]([CH2:20][CH3:21])[C:3]([N:5]1[CH2:10][CH2:9][C:8]2[N:11]=[C:12]([C:14]3[CH:19]=[CH:18][CH:17]=[CH:16][CH:15]=3)[O:13][C:7]=2[CH2:6]1)=[O:4])([CH3:30])([CH3:29])[CH3:28]. The catalyst class is: 239. (10) Reactant: [Cl:1][C:2]1[CH:18]=[C:17]([Cl:19])[CH:16]=[CH:15][C:3]=1[CH2:4][NH:5][C:6](=[O:14])[C:7]1[CH:12]=[CH:11][N:10]=[C:9]([OH:13])[CH:8]=1.Br[CH2:21][C:22]1[CH:27]=[CH:26][C:25]([S:28]([CH3:31])(=[O:30])=[O:29])=[CH:24][CH:23]=1.C(=O)([O-])[O-].[K+].[K+]. Product: [Cl:1][C:2]1[CH:18]=[C:17]([Cl:19])[CH:16]=[CH:15][C:3]=1[CH2:4][NH:5][C:6]([C:7]1[CH:12]=[CH:11][N:10]([CH2:21][C:22]2[CH:23]=[CH:24][C:25]([S:28]([CH3:31])(=[O:30])=[O:29])=[CH:26][CH:27]=2)[C:9](=[O:13])[CH:8]=1)=[O:14]. The catalyst class is: 10.